This data is from Full USPTO retrosynthesis dataset with 1.9M reactions from patents (1976-2016). The task is: Predict the reactants needed to synthesize the given product. Given the product [Br:1][C:5]1[CH:6]=[C:7]([C:9]([OH:11])=[O:10])[S:8][C:4]=1[Cl:3], predict the reactants needed to synthesize it. The reactants are: [Br:1]Br.[Cl:3][C:4]1[S:8][C:7]([C:9]([OH:11])=[O:10])=[CH:6][CH:5]=1.